Dataset: Catalyst prediction with 721,799 reactions and 888 catalyst types from USPTO. Task: Predict which catalyst facilitates the given reaction. (1) Reactant: [H-].[H-].[H-].[H-].[Li+].[Al+3].[CH3:7][O:8][CH:9]([CH2:15][C:16](OC)=[O:17])[CH2:10][C:11](OC)=[O:12].[OH-].[Na+]. Product: [CH3:7][O:8][CH:9]([CH2:15][CH2:16][OH:17])[CH2:10][CH2:11][OH:12]. The catalyst class is: 1. (2) The catalyst class is: 120. Product: [Cl:1][CH2:2][C:3]1[CH:4]=[CH:5][C:6]([CH2:9][C:10]([NH:21][NH:20][C:19]([O:23][C:24]([CH3:27])([CH3:26])[CH3:25])=[O:22])=[O:12])=[CH:7][CH:8]=1. Reactant: [Cl:1][CH2:2][C:3]1[CH:8]=[CH:7][C:6]([CH2:9][C:10]([OH:12])=O)=[CH:5][CH:4]=1.C(Cl)(=O)C(Cl)=O.[C:19]([O:23][C:24]([CH3:27])([CH3:26])[CH3:25])(=[O:22])[NH:20][NH2:21].C(N(CC)C(C)C)(C)C.